Dataset: Peptide-MHC class II binding affinity with 134,281 pairs from IEDB. Task: Regression. Given a peptide amino acid sequence and an MHC pseudo amino acid sequence, predict their binding affinity value. This is MHC class II binding data. (1) The peptide sequence is TLWQRPVVTIKIGGQLKEAL. The MHC is HLA-DPA10301-DPB10402 with pseudo-sequence HLA-DPA10301-DPB10402. The binding affinity (normalized) is 0.347. (2) The peptide sequence is IIFIFRRDLLCPLGAL. The MHC is DRB1_0301 with pseudo-sequence DRB1_0301. The binding affinity (normalized) is 0.566. (3) The peptide sequence is NLDVYDWSIPDDLLA. The MHC is HLA-DPA10301-DPB10402 with pseudo-sequence HLA-DPA10301-DPB10402. The binding affinity (normalized) is 0.184. (4) The peptide sequence is DAVYENDKLKEKYFY. The MHC is DRB1_0101 with pseudo-sequence DRB1_0101. The binding affinity (normalized) is 0.0854. (5) The peptide sequence is ERVLDCRTAFKPVLV. The MHC is HLA-DQA10201-DQB10303 with pseudo-sequence HLA-DQA10201-DQB10303. The binding affinity (normalized) is 0.513.